This data is from Forward reaction prediction with 1.9M reactions from USPTO patents (1976-2016). The task is: Predict the product of the given reaction. Given the reactants [C:1]([C:3]1[C:4]([N:18]2[CH2:23][CH2:22][NH:21][CH2:20][CH2:19]2)=[N:5][C:6]([C:14]([F:17])([F:16])[F:15])=[C:7]([CH:13]=1)[C:8]([O:10][CH2:11][CH3:12])=[O:9])#[N:2].[N:24]([C:27]1[CH:32]=[CH:31][CH:30]=[C:29]([S:33][CH3:34])[CH:28]=1)=[C:25]=[O:26], predict the reaction product. The product is: [C:1]([C:3]1[C:4]([N:18]2[CH2:23][CH2:22][N:21]([C:25]([NH:24][C:27]3[CH:32]=[CH:31][CH:30]=[C:29]([S:33][CH3:34])[CH:28]=3)=[O:26])[CH2:20][CH2:19]2)=[N:5][C:6]([C:14]([F:15])([F:17])[F:16])=[C:7]([CH:13]=1)[C:8]([O:10][CH2:11][CH3:12])=[O:9])#[N:2].